This data is from Catalyst prediction with 721,799 reactions and 888 catalyst types from USPTO. The task is: Predict which catalyst facilitates the given reaction. (1) Reactant: [F:1][C:2]1[CH:7]=[CH:6][CH:5]=[C:4]([F:8])[C:3]=1[CH:9]=[CH:10][C:11]([NH:13][C@H:14]([C:24]([O:26]C)=[O:25])[CH2:15][C:16]1[CH:21]=[CH:20][C:19]([O:22][CH3:23])=[CH:18][CH:17]=1)=[O:12].[OH-].[Na+]. Product: [F:1][C:2]1[CH:7]=[CH:6][CH:5]=[C:4]([F:8])[C:3]=1[CH:9]=[CH:10][C:11]([NH:13][C@H:14]([C:24]([OH:26])=[O:25])[CH2:15][C:16]1[CH:17]=[CH:18][C:19]([O:22][CH3:23])=[CH:20][CH:21]=1)=[O:12]. The catalyst class is: 5. (2) Reactant: I(C1C=CC=CC=1C(O)=O)(=O)=O.[NH2:13][C:14]([NH:16][C:17]1[NH:18][C:19]([C:25]2[CH:30]=[CH:29][C:28]([CH2:31][OH:32])=[CH:27][CH:26]=2)=[CH:20][C:21]=1[C:22]([NH2:24])=[O:23])=[O:15].O. Product: [NH2:13][C:14]([NH:16][C:17]1[NH:18][C:19]([C:25]2[CH:30]=[CH:29][C:28]([CH:31]=[O:32])=[CH:27][CH:26]=2)=[CH:20][C:21]=1[C:22]([NH2:24])=[O:23])=[O:15]. The catalyst class is: 16. (3) Reactant: C(NC(C)C)(C)C.C([Li])CCC.CCCCCC.[CH:19]1([C:24]([O:26][CH2:27][CH3:28])=[O:25])[CH2:23][CH2:22][CH2:21][CH2:20]1.[Br:29][CH2:30][CH2:31]Br. Product: [Br:29][CH2:30][CH2:31][C:19]1([C:24]([O:26][CH2:27][CH3:28])=[O:25])[CH2:23][CH2:22][CH2:21][CH2:20]1. The catalyst class is: 1. (4) Reactant: [F:1][C:2]1[C:7]([CH3:8])=[CH:6][CH:5]=[CH:4][C:3]=1/[N:9]=[C:10](\[CH2:15][C:16]([O:18]C)=O)/[C:11]([O:13][CH3:14])=[O:12]. Product: [F:1][C:2]1[C:7]([CH3:8])=[CH:6][CH:5]=[C:4]2[C:3]=1[NH:9][C:10]([C:11]([O:13][CH3:14])=[O:12])=[CH:15][C:16]2=[O:18]. The catalyst class is: 44. (5) Reactant: [F:1][C:2]1[CH:7]=[CH:6][CH:5]=[C:4]([F:8])[C:3]=1[N:9]1[C:14]2[N:15]=[C:16](S(C)=O)[N:17]=[C:18]([C:19]3[CH:20]=[C:21]([CH:30]=[CH:31][C:32]=3[CH3:33])[C:22]([NH:24][C:25]3[S:26][CH:27]=[CH:28][N:29]=3)=[O:23])[C:13]=2[CH:12]=[CH:11][C:10]1=[O:37].C[CH2:39][N:40](CC)CC.Cl.Cl.[NH:47]1[CH:51]=[CH:50][N:49]=[C:48]1NC. Product: [F:8][C:4]1[CH:5]=[CH:6][CH:7]=[C:2]([F:1])[C:3]=1[N:9]1[C:14]2[N:15]=[C:16]([NH:40][CH2:39][C:48]3[NH:47][CH:51]=[CH:50][N:49]=3)[N:17]=[C:18]([C:19]3[CH:20]=[C:21]([CH:30]=[CH:31][C:32]=3[CH3:33])[C:22]([NH:24][C:25]3[S:26][CH:27]=[CH:28][N:29]=3)=[O:23])[C:13]=2[CH:12]=[CH:11][C:10]1=[O:37]. The catalyst class is: 2. (6) Product: [Cl:1][C:2]1[CH:7]=[CH:6][C:5]([OH:8])=[C:4]([C:18]2[CH:23]=[CH:22][N:21]=[C:20]([N:24]3[CH2:29][CH2:28][N:27]([C:30]([O:32][C:33]([CH3:36])([CH3:35])[CH3:34])=[O:31])[CH2:26][CH2:25]3)[CH:19]=2)[CH:3]=1. The catalyst class is: 103. Reactant: [Cl:1][C:2]1[CH:7]=[CH:6][C:5]([OH:8])=[C:4](I)[CH:3]=1.CC1(C)C(C)(C)OB([C:18]2[CH:23]=[CH:22][N:21]=[C:20]([N:24]3[CH2:29][CH2:28][N:27]([C:30]([O:32][C:33]([CH3:36])([CH3:35])[CH3:34])=[O:31])[CH2:26][CH2:25]3)[CH:19]=2)O1.C(=O)([O-])[O-].[Na+].[Na+].O1CCOCC1.[Cl-].[NH4+].